From a dataset of Forward reaction prediction with 1.9M reactions from USPTO patents (1976-2016). Predict the product of the given reaction. (1) Given the reactants [N:1]1([C:7]2[CH:8]=[CH:9][C:10]3[N:11]([C:13]([C:16]([F:19])([F:18])[F:17])=[N:14][N:15]=3)[N:12]=2)[CH2:6][CH2:5][NH:4][CH2:3][CH2:2]1.[C:20]([O:24][C:25](=[O:35])[NH:26][C:27]1[CH:32]=[CH:31][C:30]([CH:33]=O)=[CH:29][CH:28]=1)([CH3:23])([CH3:22])[CH3:21], predict the reaction product. The product is: [F:19][C:16]([F:17])([F:18])[C:13]1[N:11]2[N:12]=[C:7]([N:1]3[CH2:2][CH2:3][N:4]([CH2:33][C:30]4[CH:29]=[CH:28][C:27]([NH:26][C:25](=[O:35])[O:24][C:20]([CH3:22])([CH3:21])[CH3:23])=[CH:32][CH:31]=4)[CH2:5][CH2:6]3)[CH:8]=[CH:9][C:10]2=[N:15][N:14]=1. (2) Given the reactants [N+:1]([C:4]1[CH:5]=[C:6]([CH:13]=[C:14]([C:16]([F:19])([F:18])[F:17])[CH:15]=1)[CH2:7]CS([O-])(=O)=O)([O-:3])=[O:2].[N:20]1([CH2:26][CH2:27][NH2:28])[CH2:25][CH2:24][CH2:23][CH2:22][CH2:21]1, predict the reaction product. The product is: [N+:1]([C:4]1[CH:5]=[C:6]([CH:13]=[C:14]([C:16]([F:17])([F:18])[F:19])[CH:15]=1)[CH2:7][NH:28][CH2:27][CH2:26][N:20]1[CH2:25][CH2:24][CH2:23][CH2:22][CH2:21]1)([O-:3])=[O:2].